From a dataset of Catalyst prediction with 721,799 reactions and 888 catalyst types from USPTO. Predict which catalyst facilitates the given reaction. Reactant: [OH:1][CH2:2][C:3]1[O:7][N:6]=[C:5]([C:8]([O:10]CC)=[O:9])[CH:4]=1.[H-].[Na+].[CH3:15][C:16]1[CH:23]=[CH:22][CH:21]=[CH:20][C:17]=1[CH2:18]Br.[Cl-].[NH4+]. Product: [CH3:15][C:16]1[CH:23]=[CH:22][CH:21]=[CH:20][C:17]=1[CH2:18][O:1][CH2:2][C:3]1[O:7][N:6]=[C:5]([C:8]([OH:10])=[O:9])[CH:4]=1. The catalyst class is: 7.